This data is from Forward reaction prediction with 1.9M reactions from USPTO patents (1976-2016). The task is: Predict the product of the given reaction. (1) Given the reactants BrC1C=CC(O[C:7]2[CH:12]=[N:11][CH:10]=[C:9]3[S:13][C:14](C4NN=NN=4)=[CH:15][C:8]=23)=CC=1.N1CCOCC1.CC(C)([O-])C.[Na+].C1(P(C2C=CC=CC=2)C2C=CC3C(=CC=CC=3)C=2C2C3C(=CC=CC=3)C=CC=2P(C2C=CC=CC=2)C2C=CC=CC=2)C=CC=CC=1, predict the reaction product. The product is: [S:13]1[C:9]2=[CH:10][N:11]=[CH:12][CH:7]=[C:8]2[CH:15]=[CH:14]1. (2) Given the reactants [H-].[Na+].[NH2:3][C:4]1[N:13]=[CH:12][C:11]2[CH:10]=[CH:9][C:8]3[C:14]([C:18]([O:20][CH2:21][CH3:22])=[O:19])=[N:15][N:16]([CH3:17])[C:7]=3[C:6]=2[N:5]=1.[CH2:23]([N:25]=[C:26]=[O:27])[CH3:24], predict the reaction product. The product is: [CH2:23]([NH:25][C:26]([NH:3][C:4]1[N:13]=[CH:12][C:11]2[CH:10]=[CH:9][C:8]3[C:14]([C:18]([O:20][CH2:21][CH3:22])=[O:19])=[N:15][N:16]([CH3:17])[C:7]=3[C:6]=2[N:5]=1)=[O:27])[CH3:24].